Task: Predict which catalyst facilitates the given reaction.. Dataset: Catalyst prediction with 721,799 reactions and 888 catalyst types from USPTO (1) Reactant: Cl[CH:2]([C:7]1[CH:8]=[C:9]2[N:15]=[C:14]([C:16]3[CH:21]=[CH:20][CH:19]=[CH:18][C:17]=3[S:22][CH2:23][CH3:24])[N:13]([CH3:25])[C:10]2=[N:11][CH:12]=1)[C:3]([F:6])([F:5])[F:4].[BH4-].[Na+].[OH-].[Na+]. Product: [CH2:23]([S:22][C:17]1[CH:18]=[CH:19][CH:20]=[CH:21][C:16]=1[C:14]1[N:13]([CH3:25])[C:10]2=[N:11][CH:12]=[C:7]([CH2:2][C:3]([F:5])([F:6])[F:4])[CH:8]=[C:9]2[N:15]=1)[CH3:24]. The catalyst class is: 5. (2) Reactant: [Br:1][C:2]1[CH:9]=[CH:8][CH:7]=[CH:6][C:3]=1[CH:4]=O.[CH3:10][C:11]1[N:12]=[C:13]([CH2:16][C:17]([CH3:19])=O)[S:14][CH:15]=1.[NH2:20]/[C:21](/[CH3:25])=[CH:22]\[C:23]#[N:24]. Product: [Br:1][C:2]1[CH:9]=[CH:8][CH:7]=[CH:6][C:3]=1[CH:4]1[C:16]([C:13]2[S:14][CH:15]=[C:11]([CH3:10])[N:12]=2)=[C:17]([CH3:19])[NH:20][C:21]([CH3:25])=[C:22]1[C:23]#[N:24]. The catalyst class is: 32. (3) Reactant: [NH2:1][C:2]1[CH:8]=[C:7]([Br:9])[CH:6]=[CH:5][C:3]=1[NH2:4].[N:10]1([C:18]([O:20][C:21]([CH3:24])([CH3:23])[CH3:22])=[O:19])[CH2:17][CH2:16][CH2:15][C@H:11]1[C:12](O)=[O:13].CN(C(ON1N=NC2C=CC=NC1=2)=[N+](C)C)C.F[P-](F)(F)(F)(F)F.C(N(C(C)C)CC)(C)C. Product: [NH2:4][C:3]1[CH:5]=[CH:6][C:7]([Br:9])=[CH:8][C:2]=1[NH:1][C:12]([C@@H:11]1[CH2:15][CH2:16][CH2:17][N:10]1[C:18]([O:20][C:21]([CH3:24])([CH3:23])[CH3:22])=[O:19])=[O:13]. The catalyst class is: 148. (4) Reactant: [C:1]([C:5]1[CH:6]=[C:7]([OH:21])[C:8]([C:11]2[C:12]([OH:20])=[C:13]([O:18][CH3:19])[CH:14]=[C:15]([CH3:17])[CH:16]=2)=[CH:9][CH:10]=1)([CH3:4])([CH3:3])[CH3:2].C(N(CC)CC)C.[CH:29]1[C:42]2[C:33](=[CH:34][C:35]3[C:40]([C:41]=2[O:43][P:44](Cl)Cl)=[CH:39][CH:38]=[CH:37][CH:36]=3)[CH:32]=[CH:31][CH:30]=1. Product: [CH:39]1[C:40]2[C:35](=[CH:34][C:33]3[C:42]([C:41]=2[O:43][P:44]2[O:20][C:12]4[C:13]([O:18][CH3:19])=[CH:14][C:15]([CH3:17])=[CH:16][C:11]=4[C:8]4[CH:9]=[CH:10][C:5]([C:1]([CH3:4])([CH3:2])[CH3:3])=[CH:6][C:7]=4[O:21]2)=[CH:29][CH:30]=[CH:31][CH:32]=3)[CH:36]=[CH:37][CH:38]=1. The catalyst class is: 11. (5) Reactant: C[O:2][C:3](=[O:18])[C:4]1[CH:9]=[CH:8][CH:7]=[C:6]([O:10][C:11]2[N:12]=[N:13][C:14]([Cl:17])=[CH:15][CH:16]=2)[CH:5]=1.[OH-].[Na+]. Product: [Cl:17][C:14]1[N:13]=[N:12][C:11]([O:10][C:6]2[CH:5]=[C:4]([CH:9]=[CH:8][CH:7]=2)[C:3]([OH:18])=[O:2])=[CH:16][CH:15]=1. The catalyst class is: 200.